Dataset: Forward reaction prediction with 1.9M reactions from USPTO patents (1976-2016). Task: Predict the product of the given reaction. Given the reactants [Cl:1][C:2]1[CH:7]=[C:6]([N+:8]([O-])=O)[CH:5]=[CH:4][C:3]=1[CH2:11][C:12]#[N:13], predict the reaction product. The product is: [NH2:8][C:6]1[CH:5]=[CH:4][C:3]([CH2:11][C:12]#[N:13])=[C:2]([Cl:1])[CH:7]=1.